This data is from Forward reaction prediction with 1.9M reactions from USPTO patents (1976-2016). The task is: Predict the product of the given reaction. (1) Given the reactants [CH2:1]([O:5][C:6]1[C@@:11]([CH2:16][CH:17]([CH2:19][OH:20])[OH:18])([C@H:12]([CH2:14][OH:15])[OH:13])[O:10][C:8](=[O:9])[C:7]=1[OH:21])[CH2:2][CH2:3][CH3:4].C(=O)([O-])O.[Na+].[CH2:27](Br)[C:28]1C=CC=[CH:30][CH:29]=1, predict the reaction product. The product is: [CH2:1]([O:5][C:6]1[C@@:11]([CH2:16][CH:17]([CH2:19][OH:20])[OH:18])([C@H:12]([CH2:14][OH:15])[OH:13])[O:10][C:8](=[O:9])[C:7]=1[O:21][CH2:27][CH2:28][CH2:29][CH3:30])[CH2:2][CH2:3][CH3:4]. (2) Given the reactants C=C.[CH:3](=[C:5]1[CH2:10][CH:9]2[CH2:11][CH:6]1[CH:7]=[CH:8]2)[CH3:4].[CH2:12]=[CH:13][CH3:14], predict the reaction product. The product is: [CH2:3]=[CH2:4].[CH2:12]=[CH:13][CH3:14].[CH:3](=[C:5]1[CH2:10][CH:9]2[CH2:11][CH:6]1[CH:7]=[CH:8]2)[CH3:4]. (3) Given the reactants [CH2:1]([O:3][C:4]([C@@H:6]([NH:15][C@H:16]([C:28](O)=[O:29])[CH2:17][CH2:18][CH2:19][CH2:20][NH:21][C:22](=[O:27])[C:23]([F:26])([F:25])[F:24])[CH2:7][CH2:8][C:9]1[CH:14]=[CH:13][CH:12]=[CH:11][CH:10]=1)=[O:5])[CH3:2].[CH3:31][O:32][C:33](=[O:39])[C@@H:34]1[CH2:38][CH2:37][CH2:36][NH:35]1, predict the reaction product. The product is: [CH3:31][O:32][C:33](=[O:39])[C@@H:34]1[CH2:38][CH2:37][CH2:36][N:35]1[C:28](=[O:29])[C@H:16]([CH2:17][CH2:18][CH2:19][CH2:20][NH:21][C:22](=[O:27])[C:23]([F:24])([F:26])[F:25])[NH:15][C@H:6]([C:4]([O:3][CH2:1][CH3:2])=[O:5])[CH2:7][CH2:8][C:9]1[CH:14]=[CH:13][CH:12]=[CH:11][CH:10]=1.